The task is: Predict the product of the given reaction.. This data is from Forward reaction prediction with 1.9M reactions from USPTO patents (1976-2016). (1) Given the reactants [Cl:1][C:2]1[N:7]=[C:6]2[N:8]([CH2:12][CH:13]=[CH2:14])[C:9](=[O:11])[NH:10][C:5]2=[CH:4][CH:3]=1.C([O-])([O-])=O.[Cs+].[Cs+].CN1C(=O)CCC1.[CH2:28](I)[C:29]([CH3:32])([CH3:31])[CH3:30], predict the reaction product. The product is: [Cl:1][C:2]1[N:7]=[C:6]2[N:8]([CH2:12][CH:13]=[CH2:14])[C:9](=[O:11])[N:10]([CH2:28][C:29]([CH3:32])([CH3:31])[CH3:30])[C:5]2=[CH:4][CH:3]=1. (2) Given the reactants [C:1](#[N:4])[CH:2]=[CH2:3].[C:5]([O:9][C:10](=[O:18])[NH:11][CH:12]1[CH2:17][CH2:16][NH:15][CH2:14][CH2:13]1)([CH3:8])([CH3:7])[CH3:6], predict the reaction product. The product is: [C:5]([O:9][C:10](=[O:18])[NH:11][CH:12]1[CH2:17][CH2:16][N:15]([CH2:3][CH2:2][C:1]#[N:4])[CH2:14][CH2:13]1)([CH3:8])([CH3:6])[CH3:7]. (3) Given the reactants [CH3:1][O:2][C:3]([C@H:5]1[CH2:10][CH2:9][C@H:8]([C:11]2[N:15]3[CH:16]=[CH:17][N:18]=[C:19]([NH2:20])[C:14]3=[C:13]([C:21]3[CH:26]=[CH:25][CH:24]=[C:23]([O:27]CC4C=CC=CC=4)[CH:22]=3)[N:12]=2)[CH2:7][CH2:6]1)=[O:4], predict the reaction product. The product is: [CH3:1][O:2][C:3]([C@H:5]1[CH2:10][CH2:9][C@H:8]([C:11]2[N:15]3[CH:16]=[CH:17][N:18]=[C:19]([NH2:20])[C:14]3=[C:13]([C:21]3[CH:26]=[CH:25][CH:24]=[C:23]([OH:27])[CH:22]=3)[N:12]=2)[CH2:7][CH2:6]1)=[O:4].